This data is from Reaction yield outcomes from USPTO patents with 853,638 reactions. The task is: Predict the reaction yield, written as a fraction of the theoretical maximum amount of product (1.0 means a 100% yield; for example, 0.34 means a 34% yield). (1) The yield is 0.600. The catalyst is O1CCCC1. The reactants are C([Li])CCC.C(NC(C)C)(C)C.[Br:13][C:14]1[CH:19]=[N:18][C:17]([O:20][CH3:21])=[C:16]2[N:22]([S:25]([C:28]3[CH:34]=[CH:33][C:31]([CH3:32])=[CH:30][CH:29]=3)(=[O:27])=[O:26])[CH:23]=[CH:24][C:15]=12.C([N-]C(C)C)(C)C.[Li+].[I:43]I. The product is [Br:13][C:14]1[CH:19]=[N:18][C:17]([O:20][CH3:21])=[C:16]2[N:22]([S:25]([C:28]3[CH:34]=[CH:33][C:31]([CH3:32])=[CH:30][CH:29]=3)(=[O:27])=[O:26])[C:23]([I:43])=[CH:24][C:15]=12. (2) The reactants are [F:1][C:2]([F:55])([F:54])[C:3]1[CH:4]=[C:5]([CH:47]=[C:48]([C:50]([F:53])([F:52])[F:51])[CH:49]=1)[C:6]([N:8]1[CH2:12][C@@:11]([CH2:20][CH2:21][N:22]2[CH2:27][CH2:26][C:25]3([C:35]4[C:30](=[CH:31][CH:32]=[CH:33][CH:34]=4)[CH2:29][C@@H:28]3[O:36][CH2:37][C:38]([N:40]([CH3:46])[CH2:41][CH2:42][CH2:43][NH:44][CH3:45])=[O:39])[CH2:24][CH2:23]2)([C:13]2[CH:18]=[CH:17][C:16]([F:19])=[CH:15][CH:14]=2)[O:10][CH2:9]1)=[O:7].[NH2:56][C:57]1[N:62]=[CH:61][C:60]([C:63]([OH:65])=O)=[CH:59][CH:58]=1.Cl.C(N=C=NCCCN(C)C)C. The catalyst is C(Cl)Cl.CN(C)C=O.CN(C)C1C=CN=CC=1. The product is [NH2:56][C:57]1[CH:58]=[CH:59][C:60]([C:63]([N:44]([CH2:43][CH2:42][CH2:41][N:40]([C:38](=[O:39])[CH2:37][O:36][C@@H:28]2[C:25]3([CH2:26][CH2:27][N:22]([CH2:21][CH2:20][C@:11]4([C:13]5[CH:18]=[CH:17][C:16]([F:19])=[CH:15][CH:14]=5)[O:10][CH2:9][N:8]([C:6](=[O:7])[C:5]5[CH:47]=[C:48]([C:50]([F:51])([F:52])[F:53])[CH:49]=[C:3]([C:2]([F:54])([F:1])[F:55])[CH:4]=5)[CH2:12]4)[CH2:23][CH2:24]3)[C:35]3[C:30](=[CH:31][CH:32]=[CH:33][CH:34]=3)[CH2:29]2)[CH3:46])[CH3:45])=[O:65])=[CH:61][N:62]=1. The yield is 0.850. (3) The reactants are C(=O)([O-])[O-].[Cs+].[Cs+].[CH3:7][O:8][C:9]1[CH:10]=[C:11]([C:17]2[CH:22]=[CH:21][N:20]=[C:19]([N:23]3[C:27]4[CH:28]=[CH:29][CH:30]=[CH:31][C:26]=4[NH:25][C:24]3=[O:32])[N:18]=2)[CH:12]=[CH:13][C:14]=1[O:15][CH3:16].COC(=O)[C:36](Cl)([F:38])[F:37]. The catalyst is CN(C)C=O. The product is [F:37][CH:36]([F:38])[N:25]1[C:26]2[CH:31]=[CH:30][CH:29]=[CH:28][C:27]=2[N:23]([C:19]2[N:18]=[C:17]([C:11]3[CH:12]=[CH:13][C:14]([O:15][CH3:16])=[C:9]([O:8][CH3:7])[CH:10]=3)[CH:22]=[CH:21][N:20]=2)[C:24]1=[O:32]. The yield is 0.240. (4) The catalyst is C1COCC1.O. The reactants are [CH2:1]([N:8]1[C:16]2[C:11](=[CH:12][CH:13]=[CH:14][C:15]=2[C:17]2[CH:22]=[CH:21][C:20]([O:23][C:24]([F:27])([F:26])[F:25])=[CH:19][CH:18]=2)[C:10]([C:28](=[O:34])[C:29]([O:31]CC)=[O:30])=[CH:9]1)[C:2]1[CH:7]=[CH:6][CH:5]=[CH:4][CH:3]=1.[OH-].[K+]. The yield is 0.570. The product is [CH2:1]([N:8]1[C:16]2[C:11](=[CH:12][CH:13]=[CH:14][C:15]=2[C:17]2[CH:22]=[CH:21][C:20]([O:23][C:24]([F:27])([F:25])[F:26])=[CH:19][CH:18]=2)[C:10]([C:28](=[O:34])[C:29]([OH:31])=[O:30])=[CH:9]1)[C:2]1[CH:3]=[CH:4][CH:5]=[CH:6][CH:7]=1. (5) The reactants are [NH2:1][C:2]1[CH:7]=[C:6]([C:8]2[C:9]([C:20]3[CH:25]=[CH:24][C:23]([F:26])=[CH:22][CH:21]=3)=[N:10][N:11]([C:13]3[CH2:18][CH2:17][C:16](=[O:19])[NH:15][N:14]=3)[CH:12]=2)[CH:5]=[CH:4][N:3]=1.[CH:27]1([C:30](Cl)=[O:31])[CH2:29][CH2:28]1. No catalyst specified. The product is [CH:27]1([C:30]([NH:1][C:2]2[CH:7]=[C:6]([C:8]3[C:9]([C:20]4[CH:21]=[CH:22][C:23]([F:26])=[CH:24][CH:25]=4)=[N:10][N:11]([C:13]4[CH2:18][CH2:17][C:16](=[O:19])[NH:15][N:14]=4)[CH:12]=3)[CH:5]=[CH:4][N:3]=2)=[O:31])[CH2:29][CH2:28]1. The yield is 0.450. (6) The reactants are C1(S([N:10]2[C:18]3[C:13](=[CH:14][C:15]([C:19]4[N:20]=[C:21]([C:25]5[CH:30]=[CH:29][CH:28]=[CH:27][N:26]=5)[S:22][C:23]=4[CH3:24])=[CH:16][CH:17]=3)[CH:12]=[C:11]2[C:31]2[CH:36]=[CH:35][CH:34]=[CH:33][C:32]=2[Cl:37])(=O)=O)C=CC=CC=1.C([O-])([O-])=O.[Cs+].[Cs+]. The catalyst is C1COCC1.CO. The product is [Cl:37][C:32]1[CH:33]=[CH:34][CH:35]=[CH:36][C:31]=1[C:11]1[NH:10][C:18]2[C:13]([CH:12]=1)=[CH:14][C:15]([C:19]1[N:20]=[C:21]([C:25]3[CH:30]=[CH:29][CH:28]=[CH:27][N:26]=3)[S:22][C:23]=1[CH3:24])=[CH:16][CH:17]=2. The yield is 0.160. (7) The reactants are [NH2:1][C:2]([C:4]1[S:5][CH:6]=[CH:7][C:8]=1[NH:9][C:10]([C:12]1[CH:21]=[N:20][C:19]2[C:14](=[CH:15][CH:16]=[CH:17][CH:18]=2)[N:13]=1)=O)=[O:3].[OH-].[Na+]. The catalyst is C(O)C. The product is [N:13]1[C:14]2[C:19](=[CH:18][CH:17]=[CH:16][CH:15]=2)[N:20]=[CH:21][C:12]=1[C:10]1[N:1]=[C:2]([OH:3])[C:4]2[S:5][CH:6]=[CH:7][C:8]=2[N:9]=1. The yield is 0.770.